This data is from Catalyst prediction with 721,799 reactions and 888 catalyst types from USPTO. The task is: Predict which catalyst facilitates the given reaction. (1) Reactant: [CH:1]1([NH:6][C:7]2[CH:12]=[CH:11][C:10]([C@H:13]3[C@@H:18]([C:19]([OH:21])=O)[CH2:17][CH2:16][CH2:15][N:14]3[C:22](=[O:31])[C:23]3[C:28]([CH3:29])=[CH:27][CH:26]=[CH:25][C:24]=3[F:30])=[CH:9][CH:8]=2)[CH2:5][CH2:4][CH2:3][CH2:2]1.[Cl:32][C:33]1[CH:34]=[C:35]([CH:37]=[CH:38][C:39]=1[CH3:40])[NH2:36].CN1CCOCC1.CN(C(ON1N=NC2C=CC=NC1=2)=[N+](C)C)C.F[P-](F)(F)(F)(F)F. Product: [CH:1]1([NH:6][C:7]2[CH:8]=[CH:9][C:10]([C@H:13]3[C@@H:18]([C:19]([NH:36][C:35]4[CH:37]=[CH:38][C:39]([CH3:40])=[C:33]([Cl:32])[CH:34]=4)=[O:21])[CH2:17][CH2:16][CH2:15][N:14]3[C:22](=[O:31])[C:23]3[C:28]([CH3:29])=[CH:27][CH:26]=[CH:25][C:24]=3[F:30])=[CH:11][CH:12]=2)[CH2:2][CH2:3][CH2:4][CH2:5]1. The catalyst class is: 4. (2) Reactant: [CH3:1][O:2][C:3]1[CH:8]=[C:7]([CH3:9])[C:6]([S:10]([N:13]2[CH2:17][CH2:16][CH2:15][CH:14]2[CH2:18][O:19][CH2:20][C:21]([OH:23])=O)(=[O:12])=[O:11])=[C:5]([CH3:24])[CH:4]=1.[N:25]1([CH2:30][CH2:31][CH:32]2[CH2:37][CH2:36][NH:35][CH2:34][CH2:33]2)[CH2:29][CH2:28][CH2:27][CH2:26]1.C(=O)([O-])O.[Na+]. Product: [CH3:1][O:2][C:3]1[CH:8]=[C:7]([CH3:9])[C:6]([S:10]([N:13]2[CH2:17][CH2:16][CH2:15][CH:14]2[CH2:18][O:19][CH2:20][C:21]([N:35]2[CH2:34][CH2:33][CH:32]([CH2:31][CH2:30][N:25]3[CH2:29][CH2:28][CH2:27][CH2:26]3)[CH2:37][CH2:36]2)=[O:23])(=[O:12])=[O:11])=[C:5]([CH3:24])[CH:4]=1. The catalyst class is: 4. (3) Reactant: [F:1][C:2]1[CH:7]=[C:6]([F:8])[CH:5]=[CH:4][C:3]=1[C:9](=O)[CH2:10][C:11]1[CH:12]=[CH:13][C:14]2[N:15]([C:17]([CH:20]([CH3:22])[CH3:21])=[N:18][N:19]=2)[N:16]=1.COC(OC)[N:27]([CH3:29])C.[NH2:32]N. Product: [F:1][C:2]1[CH:7]=[C:6]([F:8])[CH:5]=[CH:4][C:3]=1[C:9]1[C:10]([C:11]2[CH:12]=[CH:13][C:14]3[N:15]([C:17]([CH:20]([CH3:22])[CH3:21])=[N:18][N:19]=3)[N:16]=2)=[CH:29][NH:27][N:32]=1. The catalyst class is: 11. (4) Reactant: [O:1]=[C:2]1[NH:7][CH2:6][CH2:5][N:4]([C:8]([O:10][CH2:11][C:12]2[CH:17]=[CH:16][CH:15]=[CH:14][CH:13]=2)=[O:9])[CH2:3]1.C[Si]([N-][Si](C)(C)C)(C)C.[Li+].C1COCC1.[CH2:33](Br)[C:34]1[CH:39]=[CH:38][CH:37]=[CH:36][CH:35]=1. Product: [CH2:33]([N:7]1[CH2:6][CH2:5][N:4]([C:8]([O:10][CH2:11][C:12]2[CH:17]=[CH:16][CH:15]=[CH:14][CH:13]=2)=[O:9])[CH2:3][C:2]1=[O:1])[C:34]1[CH:39]=[CH:38][CH:37]=[CH:36][CH:35]=1. The catalyst class is: 3.